From a dataset of Reaction yield outcomes from USPTO patents with 853,638 reactions. Predict the reaction yield, written as a fraction of the theoretical maximum amount of product (1.0 means a 100% yield; for example, 0.34 means a 34% yield). (1) The reactants are [OH:1][C:2]1[CH:7]=[CH:6][C:5]([N:8]2[C:13](=[O:14])[C:12]([CH2:15][C:16]3[CH:21]=[CH:20][C:19]([C:22]4[C:23]([C:28]#[N:29])=[CH:24][CH:25]=[CH:26][CH:27]=4)=[CH:18][CH:17]=3)=[C:11]([CH2:30][CH2:31][CH3:32])[N:10]=[C:9]2[CH3:33])=[CH:4][CH:3]=1.[CH:34]1([CH:37](O)[CH3:38])[CH2:36][CH2:35]1.C1(P(C2C=CC=CC=2)C2C=CC=CC=2)C=CC=CC=1.[N:60]([C:61]([O:63]C(C)C)=[O:62])=[N:60][C:61]([O:63]C(C)C)=[O:62]. The catalyst is O1CCCC1.O.C(OCC)(=O)C. The product is [CH:34]1([CH:37]([O:1][C:2]2[CH:3]=[CH:4][C:5]([N:8]3[C:13](=[O:14])[C:12]([CH2:15][C:16]4[CH:21]=[CH:20][C:19]([C:22]5[CH:27]=[CH:26][CH:25]=[CH:24][C:23]=5[C:28]5[NH:60][C:61](=[O:62])[O:63][N:29]=5)=[CH:18][CH:17]=4)=[C:11]([CH2:30][CH2:31][CH3:32])[N:10]=[C:9]3[CH3:33])=[CH:6][CH:7]=2)[CH3:38])[CH2:36][CH2:35]1. The yield is 0.250. (2) The catalyst is C1(C)C=CC=CC=1. The yield is 0.544. The reactants are [Cl:1][C:2]1[CH:7]=[C:6]([Cl:8])[CH:5]=[CH:4][C:3]=1[CH:9]([NH2:12])[CH2:10][CH3:11].[C:13](O)(=[O:16])[CH2:14][SH:15]. The product is [Cl:1][C:2]1[CH:7]=[C:6]([Cl:8])[CH:5]=[CH:4][C:3]=1[CH:9]([NH:12][C:13](=[O:16])[CH2:14][SH:15])[CH2:10][CH3:11]. (3) The reactants are [OH:1][CH2:2][CH2:3][N:4]1[CH2:9][CH2:8][O:7][CH2:6][CH2:5]1.[OH-].[K+].F[C:13]1[CH:18]=[CH:17][C:16]([N+:19]([O-:21])=[O:20])=[C:15]([O:22][CH3:23])[CH:14]=1. The catalyst is CCCCCCCC[N+](CCCCCCCC)(CCCCCCCC)C.[Cl-]. The product is [CH3:23][O:22][C:15]1[CH:14]=[C:13]([CH:18]=[CH:17][C:16]=1[N+:19]([O-:21])=[O:20])[O:1][CH2:2][CH2:3][N:4]1[CH2:9][CH2:8][O:7][CH2:6][CH2:5]1. The yield is 0.570. (4) The reactants are Cl.Cl[C:3]1[CH:8]=[C:7]([C:9]2[CH:14]=[CH:13][CH:12]=[C:11]([Cl:15])[CH:10]=2)[N:6]=[C:5]2[CH2:16][CH2:17][CH2:18][C:4]=12.[C:19](=[NH:32])([C:26]1[CH:31]=[CH:30][CH:29]=[CH:28][CH:27]=1)[C:20]1[CH:25]=[CH:24][CH:23]=[CH:22][CH:21]=1.CC(C)([O-])C.[K+]. The catalyst is O1CCOCC1.C(OCC)(=O)C.C1C=CC(/C=C/C(/C=C/C2C=CC=CC=2)=O)=CC=1.C1C=CC(/C=C/C(/C=C/C2C=CC=CC=2)=O)=CC=1.[Pd].[Cl-].C(C1C=CC=C(C(C)C)C=1[N+]1C=CN(C2C(C(C)C)=CC=CC=2C(C)C)C=1)(C)C. The product is [Cl:15][C:11]1[CH:10]=[C:9]([C:7]2[N:6]=[C:5]3[CH2:16][CH2:17][CH2:18][C:4]3=[C:3]([N:32]=[C:19]([C:20]3[CH:25]=[CH:24][CH:23]=[CH:22][CH:21]=3)[C:26]3[CH:31]=[CH:30][CH:29]=[CH:28][CH:27]=3)[CH:8]=2)[CH:14]=[CH:13][CH:12]=1. The yield is 0.340. (5) The reactants are [NH2:1][C:2]1[CH:3]=[C:4]([CH:10]=[CH:11][C:12]=1[F:13])[C:5]([O:7][CH2:8][CH3:9])=[O:6].N1C=CC=CC=1.[F:20][C:21]1[CH:26]=[CH:25][CH:24]=[C:23]([F:27])[C:22]=1[S:28](Cl)(=[O:30])=[O:29]. The catalyst is C(Cl)Cl. The product is [F:20][C:21]1[CH:26]=[CH:25][CH:24]=[C:23]([F:27])[C:22]=1[S:28]([NH:1][C:2]1[CH:3]=[C:4]([CH:10]=[CH:11][C:12]=1[F:13])[C:5]([O:7][CH2:8][CH3:9])=[O:6])(=[O:30])=[O:29]. The yield is 0.660. (6) The reactants are C([O:8][C:9]1[CH:21]=[C:20]2[C:12]([C:13]3[CH:14]=[CH:15][C:16]([NH:22][C:23](=[O:29])[O:24][C:25]([CH3:28])([CH3:27])[CH3:26])=[CH:17][C:18]=3[NH:19]2)=[CH:11][CH:10]=1)C1C=CC=CC=1. The catalyst is CO.[Pd]. The product is [OH:8][C:9]1[CH:21]=[C:20]2[C:12]([C:13]3[CH:14]=[CH:15][C:16]([NH:22][C:23](=[O:29])[O:24][C:25]([CH3:27])([CH3:26])[CH3:28])=[CH:17][C:18]=3[NH:19]2)=[CH:11][CH:10]=1. The yield is 1.00. (7) The reactants are [C:1]([C:3]1[CH:18]=[CH:17][C:6]([CH2:7][NH:8][CH2:9][C:10]([O:12][C:13]([CH3:16])([CH3:15])[CH3:14])=[O:11])=[C:5]([F:19])[CH:4]=1)#[N:2].[C:20](O[C:20]([O:22][C:23]([CH3:26])([CH3:25])[CH3:24])=[O:21])([O:22][C:23]([CH3:26])([CH3:25])[CH3:24])=[O:21].C(N(C(C)C)C(C)C)C. The catalyst is C(Cl)Cl. The product is [C:23]([O:22][C:20]([N:8]([CH2:7][C:6]1[CH:17]=[CH:18][C:3]([C:1]#[N:2])=[CH:4][C:5]=1[F:19])[CH2:9][C:10]([O:12][C:13]([CH3:15])([CH3:14])[CH3:16])=[O:11])=[O:21])([CH3:26])([CH3:25])[CH3:24]. The yield is 0.850. (8) The reactants are [NH2:1][C:2]1[CH:3]=[C:4]([CH:12]=[CH:13][C:14]=1[NH2:15])[O:5][CH2:6][C:7]([O:9][CH2:10][CH3:11])=[O:8].N1C=CC=CC=1.Cl[C:23](Cl)([O:25]C(=O)OC(Cl)(Cl)Cl)Cl. The catalyst is C(Cl)(Cl)Cl. The product is [O:25]=[C:23]1[NH:15][C:14]2[CH:13]=[CH:12][C:4]([O:5][CH2:6][C:7]([O:9][CH2:10][CH3:11])=[O:8])=[CH:3][C:2]=2[NH:1]1. The yield is 0.750.